Dataset: Reaction yield outcomes from USPTO patents with 853,638 reactions. Task: Predict the reaction yield, written as a fraction of the theoretical maximum amount of product (1.0 means a 100% yield; for example, 0.34 means a 34% yield). (1) The reactants are [CH2:1]([O:3][C:4]([C:6]1[N:7]([CH3:16])[N:8]=[CH:9][C:10]=1[C:11]([O:13]CC)=[O:12])=[O:5])[CH3:2].[OH-].[Na+]. No catalyst specified. The product is [CH2:1]([O:3][C:4]([C:6]1[N:7]([CH3:16])[N:8]=[CH:9][C:10]=1[C:11]([OH:13])=[O:12])=[O:5])[CH3:2]. The yield is 0.740. (2) The reactants are CO[C:3]1C=C[C:6]2[NH:7]C(CC)[N:9]([C:10]3[CH:15]=[CH:14][C:13]([CH2:16][CH2:17][NH:18][C:19]([NH:21][S:22]([C:25]4[CH:30]=[CH:29][C:28]([CH3:31])=[CH:27][CH:26]=4)(=[O:24])=[O:23])=[O:20])=[CH:12][CH:11]=3)[C:5]=2[CH:4]=1.[NH:36]1[CH:40]=[CH:39][C:38]([CH:41]=[O:42])=[N:37]1.[C:43]([O-:46])(=O)[CH3:44].[C:47]([O-])(=O)C.C([O-])(=O)C.C([O-])(=O)C.[Pb+4].Cl. The catalyst is C(O)C.C1C=CC=CC=1.CO. The product is [C:28]1([CH3:31])[CH:27]=[CH:26][C:25]([S:22]([OH:23])(=[O:24])=[O:42])=[CH:30][CH:29]=1.[CH3:31][C:28]1[CH:29]=[CH:30][C:25]([S:22]([NH:21][C:19]([NH:18][CH2:17][CH2:16][C:13]2[CH:12]=[CH:11][C:10]([N:9]3[C:5]4[CH:4]=[CH:3][C:43]([O:46][CH3:47])=[CH:44][C:6]=4[N:7]=[C:41]3[C:38]3[CH:39]=[CH:40][NH:36][N:37]=3)=[CH:15][CH:14]=2)=[O:20])(=[O:23])=[O:24])=[CH:26][CH:27]=1. The yield is 0.160. (3) The reactants are [CH2:1]([N:3]([CH2:6][C:7]1[CH:12]=[CH:11][C:10]([CH:13]2[CH:22]([C:23]3[CH:28]=[CH:27][C:26]([CH3:29])=[CH:25][CH:24]=3)[C:21](=O)[C:20]3[C:19]([C:31](OCC)=[O:32])=[CH:18][CH:17]=[CH:16][C:15]=3[NH:14]2)=[CH:9][CH:8]=1)[CH2:4][CH3:5])[CH3:2].O.[NH2:37][NH2:38]. The catalyst is CO. The product is [CH2:4]([N:3]([CH2:6][C:7]1[CH:12]=[CH:11][C:10]([CH:13]2[NH:14][C:15]3[C:20]4[C:21](=[N:37][NH:38][C:31](=[O:32])[C:19]=4[CH:18]=[CH:17][CH:16]=3)[CH:22]2[C:23]2[CH:24]=[CH:25][C:26]([CH3:29])=[CH:27][CH:28]=2)=[CH:9][CH:8]=1)[CH2:1][CH3:2])[CH3:5]. The yield is 0.290. (4) The reactants are [CH3:1][O:2][C:3]([C:5]1[CH:13]=[C:12]2[C:8]([C:9]([CH:39]3[CH2:44][CH2:43][CH2:42][CH2:41][CH2:40]3)=[C:10]([C:14]3[CH:15]=[C:16]4[C:21](=[CH:22][CH:23]=3)[N:20]=[C:19]([C:24]3[CH:29]=[C:28]([O:30][CH3:31])[CH:27]=[CH:26][C:25]=3[C:32]3[CH:37]=[CH:36][C:35]([Cl:38])=[CH:34][CH:33]=3)[CH:18]=[CH:17]4)[NH:11]2)=[CH:7][CH:6]=1)=[O:4].Br[CH2:46][O:47][C:48](=[O:50])[CH3:49].[H-].[Na+]. The catalyst is CN(C=O)C. The product is [CH3:1][O:2][C:3]([C:5]1[CH:13]=[C:12]2[C:8]([C:9]([CH:39]3[CH2:44][CH2:43][CH2:42][CH2:41][CH2:40]3)=[C:10]([C:14]3[CH:15]=[C:16]4[C:21](=[CH:22][CH:23]=3)[N:20]=[C:19]([C:24]3[CH:29]=[C:28]([O:30][CH3:31])[CH:27]=[CH:26][C:25]=3[C:32]3[CH:33]=[CH:34][C:35]([Cl:38])=[CH:36][CH:37]=3)[CH:18]=[CH:17]4)[N:11]2[CH2:49][C:48]([O:47][CH3:46])=[O:50])=[CH:7][CH:6]=1)=[O:4]. The yield is 0.390. (5) The reactants are I[C:2]1[CH:3]=[N:4][N:5]2[C:10]([C:11]3[CH:12]=[C:13]([NH:17][C:18](=[O:29])[C:19]4[CH:24]=[CH:23][CH:22]=[C:21]([C:25]([F:28])([F:27])[F:26])[CH:20]=4)[CH:14]=[CH:15][CH:16]=3)=[CH:9][CH:8]=[N:7][C:6]=12.[CH3:30][Si:31]([C:34]#[CH:35])([CH3:33])[CH3:32]. The catalyst is C(N(CC)CC)C.C(#N)C.Cl[Pd](Cl)([P](C1C=CC=CC=1)(C1C=CC=CC=1)C1C=CC=CC=1)[P](C1C=CC=CC=1)(C1C=CC=CC=1)C1C=CC=CC=1.[Cu](I)I. The product is [F:26][C:25]([F:28])([F:27])[C:21]1[CH:20]=[C:19]([CH:24]=[CH:23][CH:22]=1)[C:18]([NH:17][C:13]1[CH:14]=[CH:15][CH:16]=[C:11]([C:10]2[N:5]3[N:4]=[CH:3][C:2]([C:35]#[C:34][Si:31]([CH3:33])([CH3:32])[CH3:30])=[C:6]3[N:7]=[CH:8][CH:9]=2)[CH:12]=1)=[O:29]. The yield is 0.140. (6) The reactants are CC1C=CC(S(Cl)(=O)=O)=CC=1.[CH3:12][O:13][C:14](=[O:27])[C@H:15]([CH2:24][CH2:25]O)[NH:16][C:17]([O:19][C:20]([CH3:23])([CH3:22])[CH3:21])=[O:18].[N-:28]=[N+:29]=[N-:30].[Na+]. The catalyst is N1C=CC=CC=1.C(Cl)Cl.Cl. The product is [CH3:12][O:13][C:14](=[O:27])[C@@H:15]([NH:16][C:17]([O:19][C:20]([CH3:23])([CH3:22])[CH3:21])=[O:18])[CH2:24][CH2:25][N:28]=[N+:29]=[N-:30]. The yield is 0.910. (7) The reactants are [Br:1][C:2]1[CH:11]=[CH:10][C:5]([C:6]([O:8][CH3:9])=[O:7])=[CH:4][C:3]=1[CH3:12].O[N:14]1C(=O)C2C(=CC=CC=2)C1=O.N(OC(C)(C)C)=O. The catalyst is C(#N)C.CCOC(C)=O.CC([O-])=O.CC([O-])=O.[Pd+2]. The product is [Br:1][C:2]1[CH:11]=[CH:10][C:5]([C:6]([O:8][CH3:9])=[O:7])=[CH:4][C:3]=1[C:12]#[N:14]. The yield is 0.540. (8) The reactants are [NH3:1].Cl[C:3]1[C:8]2[C:9](=[O:33])[N:10]([C:14]3[CH:15]=[C:16]4[C:20](=[CH:21][CH:22]=3)[N:19]([C:23]3[CH:24]=[N:25][C:26]([C:29]([OH:32])([CH3:31])[CH3:30])=[CH:27][CH:28]=3)[CH:18]=[CH:17]4)[CH2:11][CH2:12][O:13][C:7]=2[N:6]=[CH:5][N:4]=1. The catalyst is O1CCOCC1. The product is [NH2:1][C:3]1[C:8]2[C:9](=[O:33])[N:10]([C:14]3[CH:15]=[C:16]4[C:20](=[CH:21][CH:22]=3)[N:19]([C:23]3[CH:24]=[N:25][C:26]([C:29]([OH:32])([CH3:31])[CH3:30])=[CH:27][CH:28]=3)[CH:18]=[CH:17]4)[CH2:11][CH2:12][O:13][C:7]=2[N:6]=[CH:5][N:4]=1. The yield is 0.355. (9) The reactants are [N:1]1[CH:6]=[C:5](B(O)O)[CH:4]=[N:3][CH:2]=1.Br[C:11]1[CH:12]=[C:13]2[C:19]([C:20]3[CH:25]=[CH:24][CH:23]=[CH:22][CH:21]=3)=[N:18][N:17](C3CCCCO3)[C:14]2=[CH:15][N:16]=1. No catalyst specified. The product is [C:20]1([C:19]2[C:13]3[C:14](=[CH:15][N:16]=[C:11]([C:5]4[CH:6]=[N:1][CH:2]=[N:3][CH:4]=4)[CH:12]=3)[NH:17][N:18]=2)[CH:21]=[CH:22][CH:23]=[CH:24][CH:25]=1. The yield is 0.250. (10) The reactants are [Br:1][C:2]1[CH:3]=[C:4]([NH:10][C:11]2[CH:15]=[C:14]([CH3:16])[NH:13][N:12]=2)[C:5](=[O:9])[N:6]([CH3:8])[CH:7]=1.[H-].[Na+].Br[CH2:20][CH2:21][O:22][Si:23]([C:26]([CH3:29])([CH3:28])[CH3:27])([CH3:25])[CH3:24].O. The catalyst is CN(C=O)C. The product is [Br:1][C:2]1[CH:3]=[C:4]([NH:10][C:11]2[CH:15]=[C:14]([CH3:16])[N:13]([CH2:20][CH2:21][O:22][Si:23]([C:26]([CH3:29])([CH3:28])[CH3:27])([CH3:25])[CH3:24])[N:12]=2)[C:5](=[O:9])[N:6]([CH3:8])[CH:7]=1. The yield is 0.350.